This data is from Full USPTO retrosynthesis dataset with 1.9M reactions from patents (1976-2016). The task is: Predict the reactants needed to synthesize the given product. Given the product [CH2:1]([O:3][C:4]([CH:6]1[CH2:7][CH2:8][CH:9]([C:12]2[CH:13]=[C:14]3[C:19](=[C:20]([C:22]4[CH:27]=[CH:26][CH:25]=[C:24]([O:31][CH3:30])[CH:23]=4)[N:21]=2)[N:18]=[CH:17][CH:16]=[CH:15]3)[CH2:10][CH2:11]1)=[O:5])[CH3:2], predict the reactants needed to synthesize it. The reactants are: [CH2:1]([O:3][C:4]([CH:6]1[CH2:11][CH2:10][CH:9]([C:12]2[CH:13]=[C:14]3[C:19](=[C:20]([C:22]4[CH:27]=[CH:26][CH:25]=[C:24](C#N)[CH:23]=4)[N:21]=2)[N:18]=[CH:17][CH:16]=[CH:15]3)[CH2:8][CH2:7]1)=[O:5])[CH3:2].[CH3:30][O:31]C1C=C(C2N=C(OS(C(F)(F)F)(=O)=O)C=C3C=2N=CC=C3)C=CC=1.